This data is from Reaction yield outcomes from USPTO patents with 853,638 reactions. The task is: Predict the reaction yield, written as a fraction of the theoretical maximum amount of product (1.0 means a 100% yield; for example, 0.34 means a 34% yield). The reactants are [C:1]([C:5]1[CH:14]=[C:13]2[C:8]([C:9](=O)[C:10]([C:15]([O:17][CH2:18][CH3:19])=[O:16])=[CH:11][NH:12]2)=[CH:7][CH:6]=1)([CH3:4])([CH3:3])[CH3:2].P(Cl)(Cl)([Cl:23])=O. No catalyst specified. The product is [C:1]([C:5]1[CH:14]=[C:13]2[C:8]([C:9]([Cl:23])=[C:10]([C:15]([O:17][CH2:18][CH3:19])=[O:16])[CH:11]=[N:12]2)=[CH:7][CH:6]=1)([CH3:4])([CH3:3])[CH3:2]. The yield is 0.990.